From a dataset of Forward reaction prediction with 1.9M reactions from USPTO patents (1976-2016). Predict the product of the given reaction. (1) Given the reactants CO[CH:3](OC)[CH2:4][C:5](=O)[CH3:6].[NH2:10][C:11]1[NH:15][N:14]=[C:13]2[CH2:16][N:17]([C:19]([O:21][C:22]([CH3:25])([CH3:24])[CH3:23])=[O:20])[CH2:18][C:12]=12, predict the reaction product. The product is: [CH3:6][C:5]1[N:15]2[N:14]=[C:13]3[CH2:16][N:17]([C:19]([O:21][C:22]([CH3:25])([CH3:24])[CH3:23])=[O:20])[CH2:18][C:12]3=[C:11]2[N:10]=[CH:3][CH:4]=1.[CH3:6][C:5]1[CH:4]=[CH:3][N:15]2[N:14]=[C:13]3[CH2:16][N:17]([C:19]([O:21][C:22]([CH3:25])([CH3:24])[CH3:23])=[O:20])[CH2:18][C:12]3=[C:11]2[N:10]=1. (2) Given the reactants [Cl:1][C:2]1[CH:7]=[CH:6][C:5]([C:8]2([C:11]([N:13]3[CH2:17][C@H:16]([S:18]([C:21]4[CH:26]=[CH:25][CH:24]=[CH:23][C:22]=4[Cl:27])(=[O:20])=[O:19])[CH2:15][C@H:14]3[C:28]([O:30]C)=[O:29])=[O:12])[CH2:10][CH2:9]2)=[CH:4][CH:3]=1.C1COCC1.O.[OH-].[Li+], predict the reaction product. The product is: [Cl:1][C:2]1[CH:7]=[CH:6][C:5]([C:8]2([C:11]([N:13]3[CH2:17][C@H:16]([S:18]([C:21]4[CH:26]=[CH:25][CH:24]=[CH:23][C:22]=4[Cl:27])(=[O:20])=[O:19])[CH2:15][C@H:14]3[C:28]([OH:30])=[O:29])=[O:12])[CH2:10][CH2:9]2)=[CH:4][CH:3]=1. (3) Given the reactants C(O[C:6]([N:8]1[CH2:13][CH2:12][CH2:11][CH2:10][CH:9]1[C:14](=[O:30])[NH:15][CH:16]1[CH2:20][C:19](=[O:21])[O:18][CH:17]1[O:22][CH2:23][C:24]1[CH:29]=[CH:28][CH:27]=[CH:26][CH:25]=1)=[O:7])(C)(C)C.CCN(C(C)C)C(C)C.[C:40]([NH:47][C@H:48](C(O)=O)[CH3:49])([O:42][C:43]([CH3:46])([CH3:45])[CH3:44])=[O:41].C1C=CC2N(O)N=NC=2C=1.C(Cl)CCl, predict the reaction product. The product is: [C:43]([O:42][C:40](=[O:41])[NH:47][CH:48]([CH3:49])[C:6]([N:8]1[CH2:13][CH2:12][CH2:11][CH2:10][CH:9]1[C:14](=[O:30])[NH:15][CH:16]1[CH2:20][C:19](=[O:21])[O:18][CH:17]1[O:22][CH2:23][C:24]1[CH:25]=[CH:26][CH:27]=[CH:28][CH:29]=1)=[O:7])([CH3:46])([CH3:45])[CH3:44]. (4) Given the reactants [Br:1][C:2]1[CH:15]=[CH:14][CH:13]=[C:12]2[C:3]=1[S:4][C:5]1[CH:6]=[CH:7][C:8]([N+:17]([O-:19])=[O:18])=[CH:9][C:10]=1[C:11]2=O.B.C1COCC1, predict the reaction product. The product is: [Br:1][C:2]1[CH:15]=[CH:14][CH:13]=[C:12]2[C:3]=1[S:4][C:5]1[CH:6]=[CH:7][C:8]([N+:17]([O-:19])=[O:18])=[CH:9][C:10]=1[CH2:11]2. (5) Given the reactants [CH2:1]([N:5]([CH2:22][C:23]1[CH:35]=[CH:34][C:26]([O:27][CH2:28][C:29]([O:31]CC)=[O:30])=[C:25]([CH3:36])[CH:24]=1)[C:6]1[CH:11]=[N:10][CH:9]=[C:8]([C:12]2[CH:17]=[CH:16][C:15]([C:18]([F:21])([F:20])[F:19])=[CH:14][CH:13]=2)[N:7]=1)[CH2:2][CH2:3][CH3:4].[OH-].[Na+], predict the reaction product. The product is: [CH2:1]([N:5]([CH2:22][C:23]1[CH:35]=[CH:34][C:26]([O:27][CH2:28][C:29]([OH:31])=[O:30])=[C:25]([CH3:36])[CH:24]=1)[C:6]1[CH:11]=[N:10][CH:9]=[C:8]([C:12]2[CH:13]=[CH:14][C:15]([C:18]([F:19])([F:20])[F:21])=[CH:16][CH:17]=2)[N:7]=1)[CH2:2][CH2:3][CH3:4]. (6) Given the reactants [I:1][C:2]1[CH:3]=[CH:4][C:5]2[N:6]([CH:8]=[C:9]([C:11]([OH:13])=O)[N:10]=2)[CH:7]=1.Cl.CN(C)CCCN=C=NCC.[O:26]1[CH:30]=[C:29]([NH2:31])[CH:28]=[N:27]1, predict the reaction product. The product is: [I:1][C:2]1[CH:3]=[CH:4][C:5]2[N:6]([CH:8]=[C:9]([C:11]([NH:31][C:29]3[CH:28]=[N:27][O:26][CH:30]=3)=[O:13])[N:10]=2)[CH:7]=1. (7) Given the reactants [CH3:1][C:2]1([CH3:15])[C@@H:4]2[CH2:5][C:6]3[C:10]([C@H:3]12)=[C:9]([CH3:11])[S:8][C:7]=3[C:12](=[O:14])[CH3:13].[CH:16]([C:18]1[CH:23]=[CH:22][C:21]([CH2:24][CH2:25][C:26]([OH:28])=[O:27])=[CH:20][CH:19]=1)=O.[OH-].[Na+].Cl, predict the reaction product. The product is: [O:14]=[C:12]([C:7]1[S:8][C:9]([CH3:11])=[C:10]2[C:6]=1[CH2:5][C@H:4]1[C:2]([CH3:15])([CH3:1])[C@H:3]12)[CH:13]=[CH:16][C:18]1[CH:19]=[CH:20][C:21]([CH2:24][CH2:25][C:26]([OH:28])=[O:27])=[CH:22][CH:23]=1. (8) Given the reactants [NH2:1]/[C:2](/[CH3:9])=[CH:3]\[C:4]([O:6][CH2:7][CH3:8])=[O:5].C(O/[CH:13]=[CH:14]/[C:15](=O)[C:16]([F:19])([F:18])[F:17])C.O, predict the reaction product. The product is: [CH3:9][C:2]1[N:1]=[C:15]([C:16]([F:19])([F:18])[F:17])[CH:14]=[CH:13][C:3]=1[C:4]([O:6][CH2:7][CH3:8])=[O:5]. (9) The product is: [C:16]([O:15][C:13]([N:20]1[CH2:25][CH2:24][CH:23]([NH:8][C:7]2[CH:9]=[CH:10][C:4]([O:3][C:2]([F:11])([F:12])[F:1])=[CH:5][CH:6]=2)[CH2:22][CH2:21]1)=[O:14])([CH3:19])([CH3:17])[CH3:18]. Given the reactants [F:1][C:2]([F:12])([F:11])[O:3][C:4]1[CH:10]=[CH:9][C:7]([NH2:8])=[CH:6][CH:5]=1.[C:13]([N:20]1[CH2:25][CH2:24][C:23](=O)[CH2:22][CH2:21]1)([O:15][C:16]([CH3:19])([CH3:18])[CH3:17])=[O:14], predict the reaction product. (10) The product is: [C:1]([C:5]1[CH:6]=[C:7]([NH:17][C:18]([NH:19][C:20]2[S:24][C:23]([C:25]([NH:38][CH2:37][C:34]3[CH:35]=[CH:36][N:31]=[CH:32][CH:33]=3)=[O:27])=[C:22]([Cl:28])[C:21]=2[CH3:29])=[O:30])[N:8]([C:10]2[CH:15]=[CH:14][C:13]([F:16])=[CH:12][CH:11]=2)[N:9]=1)([CH3:2])([CH3:4])[CH3:3]. Given the reactants [C:1]([C:5]1[CH:6]=[C:7]([NH:17][C:18](=[O:30])[NH:19][C:20]2[S:24][C:23]([C:25]([OH:27])=O)=[C:22]([Cl:28])[C:21]=2[CH3:29])[N:8]([C:10]2[CH:15]=[CH:14][C:13]([F:16])=[CH:12][CH:11]=2)[N:9]=1)([CH3:4])([CH3:3])[CH3:2].[N:31]1[CH:36]=[CH:35][C:34]([CH2:37][NH2:38])=[CH:33][CH:32]=1, predict the reaction product.